Task: Predict the reaction yield, written as a fraction of the theoretical maximum amount of product (1.0 means a 100% yield; for example, 0.34 means a 34% yield).. Dataset: Reaction yield outcomes from USPTO patents with 853,638 reactions (1) The reactants are [CH3:1][S:2](Cl)(=[O:4])=[O:3].[Cl:6][C:7]1[CH:12]=[CH:11][C:10]([CH:13]([NH:17][C:18](=[O:24])[O:19][C:20]([CH3:23])([CH3:22])[CH3:21])[CH2:14][CH2:15][OH:16])=[CH:9][CH:8]=1.C(N(CC)CC)C. The catalyst is C(Cl)Cl. The product is [CH3:1][S:2]([O:16][CH2:15][CH2:14][CH:13]([NH:17][C:18]([O:19][C:20]([CH3:21])([CH3:23])[CH3:22])=[O:24])[C:10]1[CH:11]=[CH:12][C:7]([Cl:6])=[CH:8][CH:9]=1)(=[O:4])=[O:3]. The yield is 0.880. (2) The reactants are Cl[C:2]1[C:11]2[C:6](=[CH:7][C:8]([C:12]3[CH:13]=[C:14]([CH:19]=[CH:20][C:21]=3[CH3:22])[C:15]([O:17][CH3:18])=[O:16])=[CH:9][CH:10]=2)[CH:5]=[N:4][N:3]=1.CC1(C)CC(C)OB([C:31](=[CH2:36])[C:32]([F:35])([F:34])[F:33])O1.O.C(=O)([O-])[O-].[Na+].[Na+]. The catalyst is O1CCOCC1.O.C1C=CC([P]([Pd]([P](C2C=CC=CC=2)(C2C=CC=CC=2)C2C=CC=CC=2)([P](C2C=CC=CC=2)(C2C=CC=CC=2)C2C=CC=CC=2)[P](C2C=CC=CC=2)(C2C=CC=CC=2)C2C=CC=CC=2)(C2C=CC=CC=2)C2C=CC=CC=2)=CC=1. The product is [CH3:22][C:21]1[CH:20]=[CH:19][C:14]([C:15]([O:17][CH3:18])=[O:16])=[CH:13][C:12]=1[C:8]1[CH:7]=[C:6]2[C:11](=[CH:10][CH:9]=1)[C:2]([C:31](=[CH2:36])[C:32]([F:35])([F:34])[F:33])=[N:3][N:4]=[CH:5]2. The yield is 0.700. (3) The reactants are [S:1]1[CH:5]=[CH:4][CH:3]=[C:2]1[C:6](Cl)=[O:7].[NH2:9][C:10]1[CH:11]=[C:12]([C:16]2[C:20]([Br:21])=[CH:19][N:18]([CH3:22])[N:17]=2)[CH:13]=[CH:14][CH:15]=1.C(N(CC)CC)C. The catalyst is C(Cl)Cl. The product is [Br:21][C:20]1[C:16]([C:12]2[CH:11]=[C:10]([NH:9][C:6]([C:2]3[S:1][CH:5]=[CH:4][CH:3]=3)=[O:7])[CH:15]=[CH:14][CH:13]=2)=[N:17][N:18]([CH3:22])[CH:19]=1. The yield is 0.680. (4) The yield is 0.800. The catalyst is C(O)C.[Pd]. The reactants are C([N:8]1[CH2:21][CH2:20][C:19]2[C:18]3[CH:17]=[C:16]([C:22]4[CH:27]=[CH:26][C:25]([O:28][CH3:29])=[CH:24][CH:23]=4)[CH:15]=[CH:14][C:13]=3[NH:12][C:11]=2[CH2:10][CH2:9]1)C1C=CC=CC=1.[ClH:30]. The product is [ClH:30].[CH3:29][O:28][C:25]1[CH:26]=[CH:27][C:22]([C:16]2[CH:15]=[CH:14][C:13]3[NH:12][C:11]4[CH2:10][CH2:9][NH:8][CH2:21][CH2:20][C:19]=4[C:18]=3[CH:17]=2)=[CH:23][CH:24]=1. (5) The reactants are [NH:1]1[C:5]([NH2:6])=[N:4][CH:3]=[N:2]1.[CH3:7][C@@H:8]1[CH2:13][C:12](=O)[CH2:11][C@H:10]([CH3:15])[O:9]1.C(O[BH-](OC(=O)C)OC(=O)C)(=O)C.[Na+]. The catalyst is C(O)(=O)C. The product is [CH3:7][C@@H:8]1[CH2:13][CH:12]([NH:6][C:5]2[NH:1][N:2]=[CH:3][N:4]=2)[CH2:11][C@H:10]([CH3:15])[O:9]1. The yield is 0.490. (6) The reactants are [N:1]1([C:10](=[O:32])/[CH:11]=[CH:12]/[C@@H:13]([NH:18][C:19]([C@@H:21]2[CH2:24][CH2:23][N:22]2C(OC(C)(C)C)=O)=[O:20])[CH2:14][CH:15]([CH3:17])[CH3:16])[C:9]2[C:4](=[CH:5][CH:6]=[CH:7][CH:8]=2)[CH2:3][CH2:2]1.[C:33]([OH:39])([C:35]([F:38])([F:37])[F:36])=[O:34]. The catalyst is C(Cl)Cl. The product is [F:36][C:35]([F:38])([F:37])[C:33]([OH:39])=[O:34].[N:1]1([C:10](=[O:32])/[CH:11]=[CH:12]/[C@@H:13]([NH:18][C:19]([C@@H:21]2[CH2:24][CH2:23][NH:22]2)=[O:20])[CH2:14][CH:15]([CH3:17])[CH3:16])[C:9]2[C:4](=[CH:5][CH:6]=[CH:7][CH:8]=2)[CH2:3][CH2:2]1. The yield is 0.320. (7) The reactants are [F:1][C:2]1[CH:7]=[C:6]([N+:8]([O-])=O)[CH:5]=[CH:4][C:3]=1[N:11]1[C:15]([CH3:16])=[N:14][CH:13]=[N:12]1.C(N(CC)CC)C.[H][H]. The catalyst is O1CCCC1.[Pd]. The product is [F:1][C:2]1[CH:7]=[C:6]([NH2:8])[CH:5]=[CH:4][C:3]=1[N:11]1[C:15]([CH3:16])=[N:14][CH:13]=[N:12]1. The yield is 0.750. (8) The reactants are [CH3:1]/[C:2](/[CH:9]=O)=[CH:3]\[C:4]([O:6][CH2:7][CH3:8])=[O:5].[NH:11]1[CH2:15][CH2:14][CH2:13][CH2:12]1.C(O)(=O)C.C(O[BH-](OC(=O)C)OC(=O)C)(=O)C.[Na+]. The catalyst is C1COCC1. The product is [CH2:7]([O:6][C:4](=[O:5])/[CH:3]=[C:2](\[CH3:1])/[CH2:9][N:11]1[CH2:15][CH2:14][CH2:13][CH2:12]1)[CH3:8]. The yield is 0.780. (9) The reactants are Cl[C:2]1[N:7]=[C:6]([O:8][CH3:9])[CH:5]=[C:4]([O:10][CH3:11])[N:3]=1.[C:12]1([C:18]#[CH:19])[CH:17]=[CH:16][CH:15]=[CH:14][CH:13]=1.CCCCCC.C(OCC)(=O)C. The catalyst is [N+](CCCC)(CCCC)(CCCC)CCCC.[I-].CN(C=O)C.Cl[Pd](Cl)([P](C1C=CC=CC=1)(C1C=CC=CC=1)C1C=CC=CC=1)[P](C1C=CC=CC=1)(C1C=CC=CC=1)C1C=CC=CC=1.[Cu]I. The product is [CH3:11][O:10][C:4]1[CH:5]=[C:6]([O:8][CH3:9])[N:7]=[C:2]([C:19]#[C:18][C:12]2[CH:17]=[CH:16][CH:15]=[CH:14][CH:13]=2)[N:3]=1. The yield is 0.460. (10) The reactants are [Br:1][C:2]1[CH:7]=[CH:6][CH:5]=[C:4](I)[CH:3]=1.C[Si](C)(C)[C:11]#[C:12][CH3:13].C(N(CC)CC)C.[F-].C([N+](CCCC)(CCCC)CCCC)CCC.O1CCCC1. The catalyst is C1(C)C=CC=CC=1.[Cu]I.C1C=CC([P]([Pd]([P](C2C=CC=CC=2)(C2C=CC=CC=2)C2C=CC=CC=2)([P](C2C=CC=CC=2)(C2C=CC=CC=2)C2C=CC=CC=2)[P](C2C=CC=CC=2)(C2C=CC=CC=2)C2C=CC=CC=2)(C2C=CC=CC=2)C2C=CC=CC=2)=CC=1. The product is [Br:1][C:2]1[CH:7]=[CH:6][CH:5]=[C:4]([C:11]#[C:12][CH3:13])[CH:3]=1. The yield is 0.800.